From a dataset of Catalyst prediction with 721,799 reactions and 888 catalyst types from USPTO. Predict which catalyst facilitates the given reaction. Reactant: [N+:1]([C:4]1[CH:9]=[CH:8][C:7]([OH:10])=[CH:6][CH:5]=1)([O-:3])=[O:2].C(=O)([O-])[O-].[K+].[K+].Br[CH2:18][CH2:19][CH2:20][Cl:21]. Product: [Cl:21][CH2:20][CH2:19][CH2:18][O:10][C:7]1[CH:8]=[CH:9][C:4]([N+:1]([O-:3])=[O:2])=[CH:5][CH:6]=1. The catalyst class is: 311.